Dataset: Reaction yield outcomes from USPTO patents with 853,638 reactions. Task: Predict the reaction yield, written as a fraction of the theoretical maximum amount of product (1.0 means a 100% yield; for example, 0.34 means a 34% yield). The reactants are [C:1]([OH:25])(=[O:24])[CH2:2][CH2:3][CH2:4][CH2:5][CH2:6][CH2:7][CH2:8][CH2:9][C:10]#[C:11][C:12]#[C:13][CH2:14][CH2:15][CH2:16][CH2:17][CH2:18][CH2:19][CH2:20][CH2:21][CH2:22][CH3:23].[CH3:26]O.S(=O)(=O)(O)O. The catalyst is CCOCC. The product is [C:1]([O:25][CH3:26])(=[O:24])[CH2:2][CH2:3][CH2:4][CH2:5][CH2:6][CH2:7][CH2:8][CH2:9][C:10]#[C:11][C:12]#[C:13][CH2:14][CH2:15][CH2:16][CH2:17][CH2:18][CH2:19][CH2:20][CH2:21][CH2:22][CH3:23]. The yield is 0.740.